From a dataset of Catalyst prediction with 721,799 reactions and 888 catalyst types from USPTO. Predict which catalyst facilitates the given reaction. (1) Reactant: [F:1][C:2]1[CH:30]=[CH:29][C:5]2[CH:6]=[C:7]([C:9]3[C:18]([N:19]4[CH2:23][CH2:22][CH2:21][C@@H:20]4[CH3:24])=[N:17][C:16]4[C:11](=[CH:12][CH:13]=[C:14]([C:25]([O:27]C)=[O:26])[CH:15]=4)[N:10]=3)[O:8][C:4]=2[CH:3]=1.[OH-].[Na+]. Product: [F:1][C:2]1[CH:30]=[CH:29][C:5]2[CH:6]=[C:7]([C:9]3[C:18]([N:19]4[CH2:23][CH2:22][CH2:21][C@@H:20]4[CH3:24])=[N:17][C:16]4[C:11](=[CH:12][CH:13]=[C:14]([C:25]([OH:27])=[O:26])[CH:15]=4)[N:10]=3)[O:8][C:4]=2[CH:3]=1. The catalyst class is: 24. (2) Reactant: [CH:1]([Mg]Br)([CH3:3])[CH3:2].[Cl:6][C:7]1[N:8]=[C:9](Cl)[C:10]2[N:16]=[C:15]([C:17]3[CH:22]=[CH:21][C:20]([F:23])=[CH:19][CH:18]=3)[CH:14]=[CH:13][C:11]=2[N:12]=1. Product: [Cl:6][C:7]1[N:8]=[C:9]([CH:1]([CH3:3])[CH3:2])[C:10]2[N:16]=[C:15]([C:17]3[CH:22]=[CH:21][C:20]([F:23])=[CH:19][CH:18]=3)[CH:14]=[CH:13][C:11]=2[N:12]=1. The catalyst class is: 356. (3) Reactant: [CH2:1]([N:3]1[CH:7]=[C:6]([C:8]2[CH:13]=[CH:12][N:11]=[C:10]3[NH:14][C:15]([C:17]4[CH2:18][CH2:19][N:20](C(OC(C)(C)C)=O)[CH2:21][CH:22]=4)=[CH:16][C:9]=23)[C:5]([C:30]2[CH:35]=[CH:34][C:33]([NH:36][C:37]([NH:39][C:40]3[CH:45]=[CH:44][CH:43]=[CH:42][CH:41]=3)=[O:38])=[CH:32][CH:31]=2)=[N:4]1)[CH3:2].Cl. Product: [CH2:1]([N:3]1[CH:7]=[C:6]([C:8]2[CH:13]=[CH:12][N:11]=[C:10]3[NH:14][C:15]([C:17]4[CH2:18][CH2:19][NH:20][CH2:21][CH:22]=4)=[CH:16][C:9]=23)[C:5]([C:30]2[CH:35]=[CH:34][C:33]([NH:36][C:37]([NH:39][C:40]3[CH:41]=[CH:42][CH:43]=[CH:44][CH:45]=3)=[O:38])=[CH:32][CH:31]=2)=[N:4]1)[CH3:2]. The catalyst class is: 12. (4) Reactant: [CH3:1][C:2]1[C:20]([CH2:21]CC(O)=O)=[C:19]2[NH:26][C:3]=1[CH:4]=[C:5]1[N:9]=[C:8]([CH:10]=[C:11]3[C:36]([CH3:37])=[C:35]([CH:38]=[CH2:39])[C:13](=[CH:14][C:15]4[C:28]([CH3:29])=[C:27]([CH2:30][CH2:31][C:32]([OH:34])=O)[C:17](=[CH:18]2)[N:16]=4)[NH:12]3)[C:7]([CH:40]=[CH2:41])=[C:6]1[CH3:42].C([N:45](CC)CC)C.F[P-](F)(F)(F)(F)F.N1C2C=[CH:63][CH:64]=[C:65]([O:66][P+](N(C)C)(N(C)C)N(C)C)C=2N=N1.[NH2:77][CH2:78][CH2:79][CH2:80][N:81]1[CH:85]=[CH:84][N:83]=[CH:82]1.CN. Product: [CH:40]([C:7]1[C:8]2=[N:9][C:5](=[CH:4][C:3]3[N:26]([CH2:63][CH2:64][C:65]([NH2:45])=[O:66])[C:19]([CH:18]=[C:17]4[N:16]=[C:15]([CH:14]=[C:13]5[NH:12][C:11](=[CH:10]2)[C:36]([CH3:37])=[C:35]5[CH:38]=[CH2:39])[C:28]([CH3:29])=[C:27]4[CH2:30][CH2:31][C:32]([NH:77][CH2:78][CH2:79][CH2:80][N:81]2[CH:85]=[CH:84][N:83]=[CH:82]2)=[O:34])=[C:20]([CH3:21])[C:2]=3[CH3:1])[C:6]=1[CH3:42])=[CH2:41]. The catalyst class is: 860. (5) Reactant: [N+](C1C=CC([O:10][C:11]([N:13]2[CH2:19][CH2:18][CH2:17][C:16]([CH3:21])([CH3:20])[C:15]3[CH:22]=[CH:23][C:24]([N+:26]([O-:28])=[O:27])=[CH:25][C:14]2=3)=O)=CC=1)([O-])=O.[NH:29]1[CH2:33][CH2:32][CH2:31][CH2:30]1. Product: [CH3:21][C:16]1([CH3:20])[CH2:17][CH2:18][CH2:19][N:13]([C:11]([N:29]2[CH2:33][CH2:32][CH2:31][CH2:30]2)=[O:10])[C:14]2[CH:25]=[C:24]([N+:26]([O-:28])=[O:27])[CH:23]=[CH:22][C:15]1=2. The catalyst class is: 7.